From a dataset of Catalyst prediction with 721,799 reactions and 888 catalyst types from USPTO. Predict which catalyst facilitates the given reaction. (1) Reactant: [CH2:1]([O:8][C:9]([N:11]([CH3:16])[CH2:12][C:13]([O-:15])=O)=[O:10])[C:2]1[CH:7]=[CH:6][CH:5]=[CH:4][CH:3]=1.CCN=C=NCCCN(C)C.[NH2:28][CH:29]1[CH2:32][N:31]([C:33]([O:35][C:36]([CH3:39])([CH3:38])[CH3:37])=[O:34])[CH2:30]1. Product: [CH2:1]([O:8][C:9]([N:11]([CH3:16])[CH2:12][C:13]([NH:28][CH:29]1[CH2:30][N:31]([C:33]([O:35][C:36]([CH3:39])([CH3:38])[CH3:37])=[O:34])[CH2:32]1)=[O:15])=[O:10])[C:2]1[CH:3]=[CH:4][CH:5]=[CH:6][CH:7]=1. The catalyst class is: 64. (2) Reactant: [Cl:1][C:2]1[C:7]([O:8][CH3:9])=[CH:6][CH:5]=[CH:4][N:3]=1.[Li]CCCC.CN([CH:18]=[O:19])C.[Cl-].[NH4+]. Product: [Cl:1][C:2]1[C:7]([O:8][CH3:9])=[C:6]([CH:18]=[O:19])[CH:5]=[CH:4][N:3]=1. The catalyst class is: 1.